This data is from Full USPTO retrosynthesis dataset with 1.9M reactions from patents (1976-2016). The task is: Predict the reactants needed to synthesize the given product. (1) The reactants are: [CH3:1][O:2][CH2:3][CH2:4][S:5][C:6]1[CH:11]=[CH:10][C:9](B(O)O)=[CH:8][CH:7]=1.Br[C:16]1[N:21]=[CH:20][C:19]([O:22][CH2:23][CH:24]2[CH2:29][CH2:28][N:27]([C:30]([O:32][CH:33]([CH3:35])[CH3:34])=[O:31])[CH2:26][CH2:25]2)=[CH:18][CH:17]=1.C([O-])([O-])=O.[Na+].[Na+]. Given the product [CH3:1][O:2][CH2:3][CH2:4][S:5][C:6]1[CH:11]=[CH:10][C:9]([C:16]2[N:21]=[CH:20][C:19]([O:22][CH2:23][CH:24]3[CH2:25][CH2:26][N:27]([C:30]([O:32][CH:33]([CH3:35])[CH3:34])=[O:31])[CH2:28][CH2:29]3)=[CH:18][CH:17]=2)=[CH:8][CH:7]=1, predict the reactants needed to synthesize it. (2) Given the product [Cl:1][C:2]1[CH:3]=[CH:4][C:5]([C:10]2[CH:14]=[N:13][S:12][N:11]=2)=[C:6]([CH:9]=1)[CH2:7][NH:22][CH2:21][C:20]1[CH:23]=[CH:24][C:17]([O:16][CH3:15])=[CH:18][CH:19]=1, predict the reactants needed to synthesize it. The reactants are: [Cl:1][C:2]1[CH:3]=[CH:4][C:5]([C:10]2[CH:14]=[N:13][S:12][N:11]=2)=[C:6]([CH:9]=1)[CH:7]=O.[CH3:15][O:16][C:17]1[CH:24]=[CH:23][C:20]([CH2:21][NH2:22])=[CH:19][CH:18]=1.C(O)(=O)C.C(O[BH-](OC(=O)C)OC(=O)C)(=O)C.[Na+]. (3) Given the product [CH3:9][C:10]([C:14]1[S:8][C:3]2[CH:4]=[CH:5][CH:6]=[CH:7][C:2]=2[N:1]=1)([C:17]1[S:8][C:3]2[CH:4]=[CH:5][CH:6]=[CH:7][C:2]=2[N:1]=1)[CH3:11], predict the reactants needed to synthesize it. The reactants are: [NH2:1][C:2]1[CH:7]=[CH:6][CH:5]=[CH:4][C:3]=1[SH:8].[CH3:9][C:10]([CH3:17])([C:14](O)=O)[C:11](O)=O. (4) Given the product [OH:1][CH:2]1[C:7](=[O:8])[CH2:6][CH2:5][N:4]([C:12]([O:14][CH2:15][CH3:16])=[O:13])[CH2:3]1, predict the reactants needed to synthesize it. The reactants are: [OH:1][CH:2]1[C:7](OC)([O:8]C)[CH2:6][CH2:5][N:4]([C:12]([O:14][CH2:15][CH3:16])=[O:13])[CH2:3]1.FC(F)(F)C(O)=O. (5) Given the product [C:1]([C:5]1[CH:6]=[CH:7][C:8]([C@H:11]2[CH2:16][CH2:15][CH2:14][C@@H:13]3[N:12]2[C:19](=[O:23])[CH2:20][CH:18]=[CH:17]3)=[CH:9][CH:10]=1)([O:3][CH3:4])=[O:2], predict the reactants needed to synthesize it. The reactants are: [C:1]([C:5]1[CH:10]=[CH:9][C:8]([C@H:11]2[CH2:16][CH2:15][CH2:14][C@@H:13]([CH:17]=[CH2:18])[N:12]2[C:19](=[O:23])[CH2:20]C=C)=[CH:7][CH:6]=1)([O:3][CH3:4])=[O:2]. (6) The reactants are: [C:1]1([C@H:7]([CH2:9][OH:10])[NH2:8])[CH:6]=[CH:5][CH:4]=[CH:3][CH:2]=1. Given the product [CH:1]([C:7]1[C:9](=[O:10])[O:10][CH2:9][C@@H:7]([C:1]2[CH:6]=[CH:5][CH:4]=[CH:3][CH:2]=2)[N:8]=1)([CH3:6])[CH3:2], predict the reactants needed to synthesize it. (7) The reactants are: [Si]([O:8][C@H:9]([C:45]1[CH:54]=[CH:53][C:52]([OH:55])=[C:51]2[C:46]=1[CH:47]=[CH:48][C:49](=[O:56])[NH:50]2)[CH2:10][NH:11][CH2:12][CH2:13][CH2:14][CH2:15][CH2:16][CH2:17][CH2:18][CH2:19][CH2:20][N:21]([CH3:44])[C@H:22]1[C@H:26]2[CH2:27][CH2:28][C@@H:23]1[C@H:24]([O:29][C:30](=[O:43])[C:31]([OH:42])([C:37]1[S:38][CH:39]=[CH:40][CH:41]=1)[C:32]1[S:33][CH:34]=[CH:35][CH:36]=1)[CH2:25]2)(C(C)(C)C)(C)C.F.F.F.C(N(CC)CC)C.C([O-])(O)=O.[Na+]. Given the product [OH:8][C@H:9]([C:45]1[CH:54]=[CH:53][C:52]([OH:55])=[C:51]2[C:46]=1[CH:47]=[CH:48][C:49](=[O:56])[NH:50]2)[CH2:10][NH:11][CH2:12][CH2:13][CH2:14][CH2:15][CH2:16][CH2:17][CH2:18][CH2:19][CH2:20][N:21]([CH3:44])[C@H:22]1[C@H:26]2[CH2:27][CH2:28][C@@H:23]1[C@H:24]([O:29][C:30](=[O:43])[C:31]([OH:42])([C:32]1[S:33][CH:34]=[CH:35][CH:36]=1)[C:37]1[S:38][CH:39]=[CH:40][CH:41]=1)[CH2:25]2, predict the reactants needed to synthesize it.